This data is from Full USPTO retrosynthesis dataset with 1.9M reactions from patents (1976-2016). The task is: Predict the reactants needed to synthesize the given product. (1) The reactants are: Br[C:2]1[C:3]([F:13])=[C:4]2[C:9](=[CH:10][CH:11]=1)[N:8]=[C:7]([Cl:12])[N:6]=[CH:5]2.[CH3:14][O:15][C:16]1[CH:17]=[C:18](B(O)O)[CH:19]=[C:20]([O:22][CH3:23])[CH:21]=1.C(=O)([O-])[O-].[Ce+3].C(=O)([O-])[O-].C(=O)([O-])[O-].[Ce+3]. Given the product [Cl:12][C:7]1[N:6]=[CH:5][C:4]2[C:9](=[CH:10][CH:11]=[C:2]([C:18]3[CH:17]=[C:16]([O:15][CH3:14])[CH:21]=[C:20]([O:22][CH3:23])[CH:19]=3)[C:3]=2[F:13])[N:8]=1, predict the reactants needed to synthesize it. (2) Given the product [CH2:1]([C:5]1[C:6]([C:29]2[CH:34]=[CH:33][C:32]([O:35][CH3:36])=[CH:31][CH:30]=2)=[C:7]([O:15][C:16]2[CH:21]=[CH:20][C:19](/[CH:22]=[CH:23]/[C:24]([OH:26])=[O:25])=[CH:18][CH:17]=2)[C:8]2[C:13]([CH:14]=1)=[CH:12][CH:11]=[CH:10][CH:9]=2)[CH2:2][CH2:3][CH3:4], predict the reactants needed to synthesize it. The reactants are: [CH2:1]([C:5]1[C:6]([C:29]2[CH:34]=[CH:33][C:32]([O:35][CH3:36])=[CH:31][CH:30]=2)=[C:7]([O:15][C:16]2[CH:21]=[CH:20][C:19](/[CH:22]=[CH:23]/[C:24]([O:26]CC)=[O:25])=[CH:18][CH:17]=2)[C:8]2[C:13]([CH:14]=1)=[CH:12][CH:11]=[CH:10][CH:9]=2)[CH2:2][CH2:3][CH3:4].[OH-].[Na+]. (3) Given the product [CH3:29][C:20]1[CH:21]=[C:22]([CH:23]=[CH:24][CH:25]=1)[C:26]([NH:1][C:2]1[CH:3]=[C:4]([C:8]2[N:9]([C:17]([NH2:19])=[O:18])[C:10]3[C:15]([CH:16]=2)=[CH:14][CH:13]=[CH:12][CH:11]=3)[CH:5]=[CH:6][CH:7]=1)=[O:27], predict the reactants needed to synthesize it. The reactants are: [NH2:1][C:2]1[CH:3]=[C:4]([C:8]2[N:9]([C:17]([NH2:19])=[O:18])[C:10]3[C:15]([CH:16]=2)=[CH:14][CH:13]=[CH:12][CH:11]=3)[CH:5]=[CH:6][CH:7]=1.[C:20]1([CH3:29])[CH:25]=[CH:24][CH:23]=[C:22]([C:26](O)=[O:27])[CH:21]=1.Cl.CN(C)CCCN=C=NCC.